Dataset: Forward reaction prediction with 1.9M reactions from USPTO patents (1976-2016). Task: Predict the product of the given reaction. (1) Given the reactants [H-].[Na+].[CH2:3]([O:10][C:11]1[CH:19]=[CH:18][CH:17]=[C:16]2[C:12]=1[C:13]([CH:20]=O)=[CH:14][NH:15]2)[C:4]1[CH:9]=[CH:8][CH:7]=[CH:6][CH:5]=1.O, predict the reaction product. The product is: [CH2:3]([O:10][C:11]1[CH:19]=[CH:18][CH:17]=[C:16]2[C:12]=1[C:13](/[CH:20]=[CH:3]/[C:4]1[CH:9]=[CH:8][CH:7]=[CH:6][CH:5]=1)=[CH:14][NH:15]2)[C:4]1[CH:9]=[CH:8][CH:7]=[CH:6][CH:5]=1. (2) Given the reactants [N+:1]([C:4]1[CH:5]=[C:6]2[C:10](=[CH:11][CH:12]=1)[NH:9][N:8]=[CH:7]2)([O-:3])=[O:2].C(=O)([O-])[O-].[K+].[K+].Cl.Cl[CH2:21][CH2:22][N:23]([CH3:25])[CH3:24], predict the reaction product. The product is: [CH3:24][N:23]([CH3:25])[CH2:22][CH2:21][N:8]1[CH:7]=[C:6]2[C:10]([CH:11]=[CH:12][C:4]([N+:1]([O-:3])=[O:2])=[CH:5]2)=[N:9]1. (3) Given the reactants [CH:1]1[C:10]2[C:5](=[CH:6][CH:7]=[CH:8][CH:9]=2)[CH:4]=[CH:3][C:2]=1[OH:11].[CH2:12]1[O:15][CH:13]1[CH3:14].[CH2:16]1OC1.C1OC1C.C1OC1, predict the reaction product. The product is: [CH:1]1[C:10]2[C:5](=[CH:6][CH:7]=[CH:8][CH:9]=2)[CH:4]=[CH:3][C:2]=1[OH:11].[CH3:14][CH2:13][O:15][CH2:12][CH3:16]. (4) The product is: [ClH:21].[NH:28]1[CH2:29][CH2:30][CH:25]([S:22]([N:14]2[CH2:13][CH2:12][CH:11]([O:10][C:9]3[CH:17]=[CH:18][C:6]([O:5][C:4]([F:3])([F:19])[F:20])=[CH:7][CH:8]=3)[CH2:16][CH2:15]2)(=[O:24])=[O:23])[CH2:26][CH2:27]1. Given the reactants N#N.[F:3][C:4]([F:20])([F:19])[O:5][C:6]1[CH:18]=[CH:17][C:9]([O:10][CH:11]2[CH2:16][CH2:15][NH:14][CH2:13][CH2:12]2)=[CH:8][CH:7]=1.[Cl:21][S:22]([CH:25]1[CH2:30][CH2:29][N:28](C(OC(C)(C)C)=O)[CH2:27][CH2:26]1)(=[O:24])=[O:23], predict the reaction product.